This data is from Full USPTO retrosynthesis dataset with 1.9M reactions from patents (1976-2016). The task is: Predict the reactants needed to synthesize the given product. (1) Given the product [CH3:1][C:2]1([CH3:29])[O:6][C@H:5]([CH2:7][N:8]2[CH:12]=[CH:11][C:10]([NH:13][C:14](=[O:28])[CH:15]([N:20]3[C:25](=[O:26])[CH:24]=[C:23]([O:39][C:32]4[CH:33]=[CH:34][CH:35]=[C:36]([O:37][CH3:38])[C:31]=4[Cl:30])[CH:22]=[N:21]3)[CH2:16][CH:17]([CH3:19])[CH3:18])=[N:9]2)[CH2:4][O:3]1, predict the reactants needed to synthesize it. The reactants are: [CH3:1][C:2]1([CH3:29])[O:6][C@H:5]([CH2:7][N:8]2[CH:12]=[CH:11][C:10]([NH:13][C:14](=[O:28])[CH:15]([N:20]3[C:25](=[O:26])[CH:24]=[C:23](I)[CH:22]=[N:21]3)[CH2:16][CH:17]([CH3:19])[CH3:18])=[N:9]2)[CH2:4][O:3]1.[Cl:30][C:31]1[C:36]([O:37][CH3:38])=[CH:35][CH:34]=[CH:33][C:32]=1[OH:39]. (2) Given the product [Cl:31][C:6]1[CH:5]=[C:4]([C:47]2[CH:48]=[CH:49][C:44]([CH2:43][C:40]([OH:42])=[O:41])=[CH:45][CH:46]=2)[CH:3]=[C:2]([Cl:1])[C:7]=1[CH2:8][CH:9]1[CH2:13][CH2:12][N:11]([CH:14]2[CH2:22][CH2:21][C:20]3[C:16](=[CH:17][NH:18][N:19]=3)[CH2:15]2)[C:10]1=[O:30].[F:37][C:36]([F:39])([F:38])[S:33]([OH:35])(=[O:34])=[O:32], predict the reactants needed to synthesize it. The reactants are: [Cl:1][C:2]1[CH:3]=[C:4]([O:32][S:33]([C:36]([F:39])([F:38])[F:37])(=[O:35])=[O:34])[CH:5]=[C:6]([Cl:31])[C:7]=1[CH2:8][CH:9]1[CH2:13][CH2:12][N:11]([CH:14]2[CH2:22][CH2:21][C:20]3[C:16](=[CH:17][N:18](S(C(F)(F)F)(=O)=O)[N:19]=3)[CH2:15]2)[C:10]1=[O:30].[C:40]([CH2:43][C:44]1[CH:49]=[CH:48][C:47](B(O)O)=[CH:46][CH:45]=1)([OH:42])=[O:41].C(=O)([O-])[O-].[Na+].[Na+].C(OCC)(=O)C. (3) Given the product [C:13]1([C:9]2[CH:10]=[N:11][C:12]3[C:7]([C:8]=2[C:33]2[CH:34]=[CH:35][CH:36]=[CH:37][CH:38]=2)=[CH:6][CH:5]=[CH:4][C:3]=3[C:2]([F:1])([F:26])[F:27])[CH:55]=[CH:56][CH:51]=[CH:52][CH:53]=1, predict the reactants needed to synthesize it. The reactants are: [F:1][C:2]([F:27])([F:26])[C:3]1[CH:4]=[CH:5][CH:6]=[C:7]2[C:12]=1[N:11]=[CH:10][C:9]([C:13](OCC)=O)=[C:8]2OS(C(F)(F)F)(=O)=O.OC1[C:38]2[C:33](=[C:34](C(F)(F)F)[CH:35]=[CH:36][CH:37]=2)N=CC=1C(O)=O.C(OCC)C.[CH:51]1[CH:56]=[CH:55]C([C:51]2[CH:56]=[CH:55]C=[CH:53][CH:52]=2)=[CH:53][CH:52]=1.[CH:51]1[CH:56]=[CH:55]C(O[C:51]2[CH:56]=[CH:55]C=[CH:53][CH:52]=2)=[CH:53][CH:52]=1. (4) Given the product [Cl:11][C:17]1[CH:16]=[CH:7][C:6]([F:10])=[CH:3][C:2]=1[CH:9]=[N:12][OH:13], predict the reactants needed to synthesize it. The reactants are: Cl[C:2]1[CH:9]=C[CH:7]=[C:6]([F:10])[C:3]=1C=O.[ClH:11].[NH2:12][OH:13].[OH-].[Na+].[CH2:16](O)[CH3:17]. (5) Given the product [CH3:21][N:18]1[CH2:19][CH2:20][CH:16]([N:6]2[CH:5]=[C:4]([N+:1]([O-:3])=[O:2])[CH:8]=[N:7]2)[CH2:17]1, predict the reactants needed to synthesize it. The reactants are: [N+:1]([C:4]1[CH:5]=[N:6][NH:7][CH:8]=1)([O-:3])=[O:2].[H-].[Na+].CS(O[CH:16]1[CH2:20][CH2:19][N:18]([CH3:21])[CH2:17]1)(=O)=O. (6) Given the product [CH:28]1([CH2:32][C:33]([NH:27][C@H:24]2[CH2:25][CH2:26][C@H:21]([CH2:20][CH2:19][N:16]3[CH2:17][CH2:18][N:13]([C:8]4[C:7]5[CH2:6][CH2:5][O:4][C:12]=5[CH:11]=[CH:10][N:9]=4)[CH2:14][CH2:15]3)[CH2:22][CH2:23]2)=[O:34])[CH2:31][CH2:30][CH2:29]1, predict the reactants needed to synthesize it. The reactants are: Cl.Cl.Cl.[O:4]1[C:12]2[CH:11]=[CH:10][N:9]=[C:8]([N:13]3[CH2:18][CH2:17][N:16]([CH2:19][CH2:20][C@H:21]4[CH2:26][CH2:25][C@H:24]([NH2:27])[CH2:23][CH2:22]4)[CH2:15][CH2:14]3)[C:7]=2[CH2:6][CH2:5]1.[CH:28]1([CH2:32][C:33](O)=[O:34])[CH2:31][CH2:30][CH2:29]1. (7) Given the product [CH3:41][N:25]([CH2:24][C:7]1[CH:6]=[CH:5][C:4]2[C:9](=[CH:10][CH:11]=[C:12]([O:13][C@H:14]3[CH2:15][CH2:16][C@@H:17]([C:20]([F:22])([F:23])[F:21])[CH2:18][CH2:19]3)[C:3]=2[C:2]([F:39])([F:40])[F:1])[CH:8]=1)[C:26]12[CH2:31][CH2:30][C:29]([CH2:34][CH2:35][C:36]([OH:38])=[O:37])([CH2:28][CH2:27]1)[CH2:32][CH2:33]2, predict the reactants needed to synthesize it. The reactants are: [F:1][C:2]([F:40])([F:39])[C:3]1[C:12]([O:13][CH:14]2[CH2:19][CH2:18][CH:17]([C:20]([F:23])([F:22])[F:21])[CH2:16][CH2:15]2)=[CH:11][CH:10]=[C:9]2[C:4]=1[CH:5]=[CH:6][C:7]([CH2:24][NH:25][C:26]13[CH2:33][CH2:32][C:29]([CH2:34][CH2:35][C:36]([OH:38])=[O:37])([CH2:30][CH2:31]1)[CH2:28][CH2:27]3)=[CH:8]2.[C:41](O)(=O)C.O.CO.C(O[BH-](OC(=O)C)OC(=O)C)(=O)C.[Na+]. (8) Given the product [OH:33][C@@H:31]([C:34]1[CH:42]=[CH:41][C:37]([C:38]([NH2:40])=[O:39])=[CH:36][C:35]=1[O:43][C:44]1[CH:45]=[CH:46][C:47]([O:50][CH2:51][CH2:52][O:53][CH:54]2[CH2:59][CH2:58][O:57][CH2:56][CH2:55]2)=[CH:48][CH:49]=1)[CH3:32], predict the reactants needed to synthesize it. The reactants are: C1(C2(C3C=CC=CC=3)OB(C)N3CCC[C@@H]23)C=CC=CC=1.O1CCCC1.CSC.B.[C:31]([C:34]1[CH:42]=[CH:41][C:37]([C:38]([NH2:40])=[O:39])=[CH:36][C:35]=1[O:43][C:44]1[CH:49]=[CH:48][C:47]([O:50][CH2:51][CH2:52][O:53][CH:54]2[CH2:59][CH2:58][O:57][CH2:56][CH2:55]2)=[CH:46][CH:45]=1)(=[O:33])[CH3:32].CO. (9) Given the product [C:44]([OH:56])(=[O:55])[CH2:45][C:46]([CH2:51][C:52]([OH:54])=[O:53])([C:48]([OH:50])=[O:49])[OH:47].[CH:1]([O:4][C:5]([C:7]1[CH:8]([C:35]2[CH:40]=[CH:39][CH:38]=[C:37]([N+:41]([O-:43])=[O:42])[CH:36]=2)[C:9]([C:15]([O:17][CH:18]2[CH2:19][N:20]([CH:22]([C:29]3[CH:34]=[CH:33][CH:32]=[CH:31][CH:30]=3)[C:23]3[CH:28]=[CH:27][CH:26]=[CH:25][CH:24]=3)[CH2:21]2)=[O:16])=[C:10]([NH2:14])[NH:11][C:12]=1[CH3:13])=[O:6])([CH3:3])[CH3:2], predict the reactants needed to synthesize it. The reactants are: [CH:1]([O:4][C:5]([C:7]1[CH:8]([C:35]2[CH:40]=[CH:39][CH:38]=[C:37]([N+:41]([O-:43])=[O:42])[CH:36]=2)[C:9]([C:15]([O:17][CH:18]2[CH2:21][N:20]([CH:22]([C:29]3[CH:34]=[CH:33][CH:32]=[CH:31][CH:30]=3)[C:23]3[CH:28]=[CH:27][CH:26]=[CH:25][CH:24]=3)[CH2:19]2)=[O:16])=[C:10]([NH2:14])[NH:11][C:12]=1[CH3:13])=[O:6])([CH3:3])[CH3:2].[C:44]([OH:56])(=[O:55])[CH2:45][C:46]([CH2:51][C:52]([OH:54])=[O:53])([C:48]([OH:50])=[O:49])[OH:47].